This data is from Reaction yield outcomes from USPTO patents with 853,638 reactions. The task is: Predict the reaction yield, written as a fraction of the theoretical maximum amount of product (1.0 means a 100% yield; for example, 0.34 means a 34% yield). The reactants are [F:1][C:2]1([F:60])[C@H:6]([O:7][C:8]([C:23]2[CH:28]=[CH:27][CH:26]=[CH:25][CH:24]=2)([C:17]2[CH:22]=[CH:21][CH:20]=[CH:19][CH:18]=2)[C:9]2[CH:14]=[CH:13][C:12]([O:15][CH3:16])=[CH:11][CH:10]=2)[C@@H:5]([CH:29]=[O:30])[O:4][C@H:3]1[N:31]1[CH:59]=[CH:58][C:35]([NH:36][C:37]([C:52]2[CH:57]=[CH:56][CH:55]=[CH:54][CH:53]=2)([C:46]2[CH:51]=[CH:50][CH:49]=[CH:48][CH:47]=2)[C:38]2[CH:43]=[CH:42][C:41]([O:44][CH3:45])=[CH:40][CH:39]=2)=[N:34][C:32]1=[O:33].N#N.[CH2:63]1[CH2:67]OC[CH2:64]1. No catalyst specified. The product is [CH2:67]([C:29](=[O:30])[C@H:5]1[O:4][C@@H:3]([N:31]2[CH:59]=[CH:58][C:35]([NH:36][C:37]([C:46]3[CH:47]=[CH:48][CH:49]=[CH:50][CH:51]=3)([C:52]3[CH:53]=[CH:54][CH:55]=[CH:56][CH:57]=3)[C:38]3[CH:43]=[CH:42][C:41]([O:44][CH3:45])=[CH:40][CH:39]=3)=[N:34][C:32]2=[O:33])[C:2]([F:1])([F:60])[C@@H:6]1[O:7][C:8]([C:23]1[CH:24]=[CH:25][CH:26]=[CH:27][CH:28]=1)([C:17]1[CH:18]=[CH:19][CH:20]=[CH:21][CH:22]=1)[C:9]1[CH:10]=[CH:11][C:12]([O:15][CH3:16])=[CH:13][CH:14]=1)[CH:63]=[CH2:64]. The yield is 0.349.